The task is: Predict which catalyst facilitates the given reaction.. This data is from Catalyst prediction with 721,799 reactions and 888 catalyst types from USPTO. (1) Reactant: [CH3:1][S:2]([C:5]1[CH:10]=[CH:9][C:8]([CH2:11][C:12]([OH:14])=[O:13])=[CH:7][CH:6]=1)(=[O:4])=[O:3].[CH3:15]O. Product: [CH3:15][O:13][C:12](=[O:14])[CH2:11][C:8]1[CH:7]=[CH:6][C:5]([S:2]([CH3:1])(=[O:3])=[O:4])=[CH:10][CH:9]=1. The catalyst class is: 82. (2) Reactant: [NH:1]1[C:9]2[C:4](=[CH:5][C:6]([NH:10][C:11]3[N:23]=[CH:22][C:21]([CH:24]4[CH2:26][CH2:25]4)=[CH:20][C:12]=3[C:13]([O:15][CH2:16][CH2:17][CH2:18][CH3:19])=[O:14])=[CH:7][CH:8]=2)[CH:3]=[CH:2]1.CC(C)([O-])C.[K+].Br[CH2:34][CH2:35][CH2:36][C:37]1[CH:42]=[CH:41][CH:40]=[CH:39][CH:38]=1.Cl. Product: [CH:24]1([C:21]2[CH:22]=[N:23][C:11]([NH:10][C:6]3[CH:5]=[C:4]4[C:9](=[CH:8][CH:7]=3)[N:1]([CH2:34][CH2:35][CH2:36][C:37]3[CH:42]=[CH:41][CH:40]=[CH:39][CH:38]=3)[CH:2]=[CH:3]4)=[C:12]([CH:20]=2)[C:13]([O:15][CH2:16][CH2:17][CH2:18][CH3:19])=[O:14])[CH2:25][CH2:26]1. The catalyst class is: 288. (3) Reactant: [CH2:1]([O:8][C:9]([NH:11][C@H:12]([C:16]([O:18][CH2:19][CH2:20][C:21]1[CH:29]=[CH:28][C:24]([C:25]([OH:27])=[O:26])=[CH:23][CH:22]=1)=[O:17])[CH:13]([CH3:15])[CH3:14])=[O:10])[C:2]1[CH:7]=[CH:6][CH:5]=[CH:4][CH:3]=1.[OH-].C([N+](CCCC)(CCCC)CCCC)CCC.I[CH2:49][Cl:50]. Product: [CH2:1]([O:8][C:9]([NH:11][C@H:12]([C:16]([O:18][CH2:19][CH2:20][C:21]1[CH:29]=[CH:28][C:24]([C:25]([O:27][CH2:49][Cl:50])=[O:26])=[CH:23][CH:22]=1)=[O:17])[CH:13]([CH3:15])[CH3:14])=[O:10])[C:2]1[CH:3]=[CH:4][CH:5]=[CH:6][CH:7]=1. The catalyst class is: 12. (4) Reactant: [CH3:1][C:2]1[C:6]([CH:7]=[O:8])=[CH:5][NH:4][N:3]=1.[CH3:9][C:10]1[CH:15]=[CH:14][CH:13]=[C:12]([CH3:16])[C:11]=1B(O)O.N1C=CC=CC=1. Product: [CH3:9][C:10]1[CH:15]=[CH:14][CH:13]=[C:12]([CH3:16])[C:11]=1[N:4]1[CH:5]=[C:6]([CH:7]=[O:8])[C:2]([CH3:1])=[N:3]1. The catalyst class is: 221. (5) Reactant: [Cl:1][C:2]1[CH:20]=[CH:19][C:5]([C:6]([NH:8][C:9]2[CH:10]=[C:11]([CH:15]=[CH:16][C:17]=2[CH3:18])[C:12]([OH:14])=O)=[O:7])=[CH:4][N:3]=1.CN(C(ON1N=NC2C=CC=CC1=2)=[N+](C)C)C.F[P-](F)(F)(F)(F)F.Cl.[Br:46][C:47]1[CH:52]=[CH:51][C:50]([CH:53]2[CH2:56][NH:55][CH2:54]2)=[CH:49][CH:48]=1.CCN(C(C)C)C(C)C. Product: [Br:46][C:47]1[CH:48]=[CH:49][C:50]([CH:53]2[CH2:54][N:55]([C:12]([C:11]3[CH:15]=[CH:16][C:17]([CH3:18])=[C:9]([NH:8][C:6](=[O:7])[C:5]4[CH:19]=[CH:20][C:2]([Cl:1])=[N:3][CH:4]=4)[CH:10]=3)=[O:14])[CH2:56]2)=[CH:51][CH:52]=1. The catalyst class is: 39. (6) Reactant: [CH3:1][C:2]1[C:7]([CH:8]=[O:9])=[CH:6][CH:5]=[CH:4][N:3]=1.N1C2C=CC=CC=2N=C1CN(C1C2N=CC=CC=2CCC1)CC1C=CC(CN)=CC=1.CC(O)=O.[BH-](OC(C)=O)(OC(C)=O)OC(C)=O.[Na+]. Product: [CH3:1][C:2]1[C:7]([CH2:8][OH:9])=[CH:6][CH:5]=[CH:4][N:3]=1. The catalyst class is: 1. (7) Reactant: C1N2CN3CN(C2)CN1C3.[C:11]([OH:14])(=O)[CH3:12].[NH:15]1[C:19]2=[N:20][CH:21]=[CH:22][CH:23]=[C:18]2C=[CH:16]1. Product: [NH:15]1[C:19]2=[N:20][CH:21]=[CH:22][CH:23]=[C:18]2[C:12]([CH:11]=[O:14])=[CH:16]1. The catalyst class is: 6.